From a dataset of Full USPTO retrosynthesis dataset with 1.9M reactions from patents (1976-2016). Predict the reactants needed to synthesize the given product. (1) Given the product [CH3:16][CH:12]([CH2:13][CH2:14][CH3:15])[CH2:11][O:10][C:7]1[CH:6]=[CH:5][C:4]([C@@H:3]([NH:17][C:18](=[O:27])[C@H:19]([C:21]2[CH:22]=[CH:23][CH:24]=[CH:25][CH:26]=2)[CH3:20])[CH2:2][N:1]2[CH2:39][CH2:38][O:37][CH2:36][CH2:35]2)=[CH:9][CH:8]=1, predict the reactants needed to synthesize it. The reactants are: [NH2:1][CH2:2][C@H:3]([NH:17][C:18](=[O:27])[C@H:19]([C:21]1[CH:26]=[CH:25][CH:24]=[CH:23][CH:22]=1)[CH3:20])[C:4]1[CH:9]=[CH:8][C:7]([O:10][CH2:11][CH:12]([CH3:16])[CH2:13][CH2:14][CH3:15])=[CH:6][CH:5]=1.C(=O)([O-])[O-].[K+].[K+].Br[CH2:35][CH2:36][O:37][CH2:38][CH2:39]Br. (2) Given the product [N:1]1([C:27]([O:26][CH2:25][C:22]2[CH:23]=[CH:24][CH:19]=[CH:20][CH:21]=2)=[O:28])[CH2:6][CH2:5][CH2:4][CH2:3][CH:2]1[C:7]([O:9][CH2:10][CH3:11])=[O:8], predict the reactants needed to synthesize it. The reactants are: [NH:1]1[CH2:6][CH2:5][CH2:4][CH2:3][CH:2]1[C:7]([O:9][CH2:10][CH3:11])=[O:8].C(N(CC)CC)C.[CH:19]1[CH:24]=[CH:23][C:22]([CH2:25][O:26][C:27](Cl)=[O:28])=[CH:21][CH:20]=1.